Task: Predict which catalyst facilitates the given reaction.. Dataset: Catalyst prediction with 721,799 reactions and 888 catalyst types from USPTO (1) Reactant: [F:1][C:2]1[CH:9]=[CH:8][C:5](C=O)=[CH:4][CH:3]=1.Cl[CH:11]([Cl:16])[C:12](OC)=[O:13].C[C:18]([O:21]C)(C)C.[CH3:23][O-:24].[Na+]. Product: [Cl:16][CH:11]([C:5]1[CH:8]=[CH:9][C:2]([F:1])=[CH:3][CH:4]=1)[C:12](=[O:13])[C:23]([O:21][CH3:18])=[O:24]. The catalyst class is: 6. (2) Reactant: S(S([O-])=O)([O-])(=O)=O.[Na+].[Na+].[NH2:10][C:11]1[C:19]([C:20](=[O:23])[NH:21][CH3:22])=[CH:18][CH:17]=[CH:16][C:12]=1[C:13]([OH:15])=[O:14].[F:24][C:25]([F:35])([F:34])[C:26]1[CH:27]=[C:28]([CH:31]=[CH:32][CH:33]=1)[CH:29]=O.O. Product: [CH3:22][N:21]1[C:20](=[O:23])[C:19]2[C:11](=[C:12]([C:13]([OH:15])=[O:14])[CH:16]=[CH:17][CH:18]=2)[N:10]=[C:29]1[C:28]1[CH:31]=[CH:32][CH:33]=[C:26]([C:25]([F:24])([F:34])[F:35])[CH:27]=1. The catalyst class is: 44. (3) Reactant: [CH3:1][N:2]([CH3:31])[C:3]([C:5]1[CH:10]=[C:9](I)[CH:8]=[CH:7][C:6]=1[NH:12][C:13]([C:15]1[C:16]([C:21]2[CH:26]=[CH:25][C:24]([C:27]([F:30])([F:29])[F:28])=[CH:23][CH:22]=2)=[CH:17][CH:18]=[CH:19][CH:20]=1)=[O:14])=[O:4].[CH2:32](C([Sn])=C(CCCC)CCCC)[CH2:33]CC. Product: [CH3:1][N:2]([CH3:31])[C:3]([C:5]1[CH:10]=[C:9]([CH:32]=[CH2:33])[CH:8]=[CH:7][C:6]=1[NH:12][C:13]([C:15]1[C:16]([C:21]2[CH:26]=[CH:25][C:24]([C:27]([F:30])([F:29])[F:28])=[CH:23][CH:22]=2)=[CH:17][CH:18]=[CH:19][CH:20]=1)=[O:14])=[O:4]. The catalyst class is: 11. (4) Reactant: Br[C:2]1[CH:3]=[C:4]([C:8]2[CH:9]=[C:10]3[C:14](=[CH:15][CH:16]=2)[N:13]([CH3:17])[C:12](=[O:18])[CH2:11]3)[CH:5]=[N:6][CH:7]=1.[CH:19]1([B-](F)(F)F)[CH2:21][CH2:20]1.[K+].C1COCC1.P([O-])([O-])([O-])=O.[K+].[K+].[K+]. Product: [CH:19]1([C:2]2[CH:3]=[C:4]([C:8]3[CH:9]=[C:10]4[C:14](=[CH:15][CH:16]=3)[N:13]([CH3:17])[C:12](=[O:18])[CH2:11]4)[CH:5]=[N:6][CH:7]=2)[CH2:21][CH2:20]1. The catalyst class is: 46.